Dataset: Peptide-MHC class I binding affinity with 185,985 pairs from IEDB/IMGT. Task: Regression. Given a peptide amino acid sequence and an MHC pseudo amino acid sequence, predict their binding affinity value. This is MHC class I binding data. (1) The peptide sequence is RRAYSGKQY. The MHC is HLA-A02:19 with pseudo-sequence HLA-A02:19. The binding affinity (normalized) is 0.0847. (2) The peptide sequence is KVMALPIPH. The MHC is HLA-B15:01 with pseudo-sequence HLA-B15:01. The binding affinity (normalized) is 0.435. (3) The peptide sequence is SEAAYAKKI. The MHC is HLA-B07:02 with pseudo-sequence HLA-B07:02. The binding affinity (normalized) is 0. (4) The MHC is HLA-A01:01 with pseudo-sequence HLA-A01:01. The binding affinity (normalized) is 1.00. The peptide sequence is LTEAQDQFY.